The task is: Predict the product of the given reaction.. This data is from Forward reaction prediction with 1.9M reactions from USPTO patents (1976-2016). (1) Given the reactants C(N(CC)CC)C.[CH3:8][O:9][N:10]=[CH:11][CH:12]([S:17][C:18]1[CH:23]=[CH:22][CH:21]=[CH:20][N:19]=1)[CH2:13][CH:14]([OH:16])[CH3:15].[CH3:24][S:25](Cl)(=[O:27])=[O:26].C(OCC)(=O)C, predict the reaction product. The product is: [CH3:24][S:25]([O:16][CH:14]([CH2:13][CH:12]([S:17][C:18]1[CH:23]=[CH:22][CH:21]=[CH:20][N:19]=1)[CH:11]=[N:10][O:9][CH3:8])[CH3:15])(=[O:27])=[O:26]. (2) Given the reactants O/[N:2]=[C:3](/[C:9]1[CH:14]=[CH:13][CH:12]=[CH:11][N:10]=1)\[C:4]([O:6][CH2:7][CH3:8])=[O:5], predict the reaction product. The product is: [NH2:2][CH:3]([C:9]1[CH:14]=[CH:13][CH:12]=[CH:11][N:10]=1)[C:4]([O:6][CH2:7][CH3:8])=[O:5].